Dataset: NCI-60 drug combinations with 297,098 pairs across 59 cell lines. Task: Regression. Given two drug SMILES strings and cell line genomic features, predict the synergy score measuring deviation from expected non-interaction effect. (1) Drug 1: C1CC(C1)(C(=O)O)C(=O)O.[NH2-].[NH2-].[Pt+2]. Drug 2: C(CC(=O)O)C(=O)CN.Cl. Cell line: OVCAR-5. Synergy scores: CSS=6.33, Synergy_ZIP=-0.769, Synergy_Bliss=9.35, Synergy_Loewe=1.22, Synergy_HSA=3.33. (2) Drug 1: C1CN1C2=NC(=NC(=N2)N3CC3)N4CC4. Drug 2: COCCOC1=C(C=C2C(=C1)C(=NC=N2)NC3=CC=CC(=C3)C#C)OCCOC.Cl. Cell line: PC-3. Synergy scores: CSS=5.34, Synergy_ZIP=-1.98, Synergy_Bliss=-2.19, Synergy_Loewe=-1.35, Synergy_HSA=-0.991. (3) Cell line: NCI-H522. Drug 1: CS(=O)(=O)C1=CC(=C(C=C1)C(=O)NC2=CC(=C(C=C2)Cl)C3=CC=CC=N3)Cl. Synergy scores: CSS=55.7, Synergy_ZIP=14.2, Synergy_Bliss=13.9, Synergy_Loewe=-8.46, Synergy_HSA=14.0. Drug 2: CCC1(CC2CC(C3=C(CCN(C2)C1)C4=CC=CC=C4N3)(C5=C(C=C6C(=C5)C78CCN9C7C(C=CC9)(C(C(C8N6C)(C(=O)OC)O)OC(=O)C)CC)OC)C(=O)OC)O.OS(=O)(=O)O. (4) Drug 1: CC12CCC3C(C1CCC2=O)CC(=C)C4=CC(=O)C=CC34C. Drug 2: CC1CCCC2(C(O2)CC(NC(=O)CC(C(C(=O)C(C1O)C)(C)C)O)C(=CC3=CSC(=N3)C)C)C. Cell line: 786-0. Synergy scores: CSS=28.7, Synergy_ZIP=1.05, Synergy_Bliss=4.05, Synergy_Loewe=3.01, Synergy_HSA=3.01. (5) Drug 1: CC(C1=C(C=CC(=C1Cl)F)Cl)OC2=C(N=CC(=C2)C3=CN(N=C3)C4CCNCC4)N. Drug 2: CC1C(C(CC(O1)OC2CC(CC3=C2C(=C4C(=C3O)C(=O)C5=C(C4=O)C(=CC=C5)OC)O)(C(=O)CO)O)N)O.Cl. Cell line: NCI/ADR-RES. Synergy scores: CSS=8.57, Synergy_ZIP=-4.09, Synergy_Bliss=-2.14, Synergy_Loewe=-5.65, Synergy_HSA=-2.95. (6) Drug 1: C1CN1P(=S)(N2CC2)N3CC3. Drug 2: C1=CN(C=N1)CC(O)(P(=O)(O)O)P(=O)(O)O. Cell line: T-47D. Synergy scores: CSS=4.13, Synergy_ZIP=0.692, Synergy_Bliss=1.31, Synergy_Loewe=-2.67, Synergy_HSA=-0.753. (7) Cell line: 786-0. Drug 1: CC1CCC2CC(C(=CC=CC=CC(CC(C(=O)C(C(C(=CC(C(=O)CC(OC(=O)C3CCCCN3C(=O)C(=O)C1(O2)O)C(C)CC4CCC(C(C4)OC)OCCO)C)C)O)OC)C)C)C)OC. Drug 2: C(=O)(N)NO. Synergy scores: CSS=18.0, Synergy_ZIP=-5.95, Synergy_Bliss=2.21, Synergy_Loewe=-25.0, Synergy_HSA=0.891. (8) Drug 1: CC1C(C(CC(O1)OC2CC(CC3=C2C(=C4C(=C3O)C(=O)C5=C(C4=O)C(=CC=C5)OC)O)(C(=O)C)O)N)O.Cl. Drug 2: C1CNP(=O)(OC1)N(CCCl)CCCl. Cell line: OVCAR-4. Synergy scores: CSS=6.72, Synergy_ZIP=-0.908, Synergy_Bliss=3.63, Synergy_Loewe=-4.64, Synergy_HSA=2.06. (9) Drug 1: CC1CCC2CC(C(=CC=CC=CC(CC(C(=O)C(C(C(=CC(C(=O)CC(OC(=O)C3CCCCN3C(=O)C(=O)C1(O2)O)C(C)CC4CCC(C(C4)OC)O)C)C)O)OC)C)C)C)OC. Drug 2: CS(=O)(=O)CCNCC1=CC=C(O1)C2=CC3=C(C=C2)N=CN=C3NC4=CC(=C(C=C4)OCC5=CC(=CC=C5)F)Cl. Cell line: OVCAR-8. Synergy scores: CSS=18.0, Synergy_ZIP=1.66, Synergy_Bliss=3.81, Synergy_Loewe=-2.14, Synergy_HSA=2.83. (10) Drug 1: COC1=CC(=CC(=C1O)OC)C2C3C(COC3=O)C(C4=CC5=C(C=C24)OCO5)OC6C(C(C7C(O6)COC(O7)C8=CC=CS8)O)O. Drug 2: CC12CCC3C(C1CCC2OP(=O)(O)O)CCC4=C3C=CC(=C4)OC(=O)N(CCCl)CCCl.[Na+]. Cell line: MOLT-4. Synergy scores: CSS=93.9, Synergy_ZIP=17.0, Synergy_Bliss=16.7, Synergy_Loewe=-9.99, Synergy_HSA=17.2.